This data is from Catalyst prediction with 721,799 reactions and 888 catalyst types from USPTO. The task is: Predict which catalyst facilitates the given reaction. (1) Reactant: [F:1][C:2]1[C:3]([N:9]=[CH:10][N:11]([CH3:13])[CH3:12])=[N:4][C:5]([OH:8])=[N:6][CH:7]=1.C(=O)([O-])[O-].[K+].[K+].[F:20][C:21]1[CH:28]=[CH:27][C:24]([CH2:25]Br)=[CH:23][CH:22]=1. Product: [F:1][C:2]1[C:3]([N:9]=[CH:10][N:11]([CH3:13])[CH3:12])=[N:4][C:5](=[O:8])[N:6]([CH2:25][C:24]2[CH:27]=[CH:28][C:21]([F:20])=[CH:22][CH:23]=2)[CH:7]=1. The catalyst class is: 9. (2) Reactant: [C:1]([O:5][C:6]([N:8]1[CH2:13][CH2:12][CH:11]([O:14][C:15]2[N:20]=[CH:19][N:18]=[C:17]([N:21]3[C:29]4[C:24](=[CH:25][C:26]([C:30](O)=[O:31])=[CH:27][CH:28]=4)[CH2:23][CH2:22]3)[C:16]=2[CH3:33])[CH:10]([F:34])[CH2:9]1)=[O:7])([CH3:4])([CH3:3])[CH3:2].C(=O)(OC(C)(C)C)OC(C)(C)C.[N:47]1C=CC=CC=1.C(=O)([O-])O.[NH4+]. Product: [C:30]([C:26]1[CH:25]=[C:24]2[C:29](=[CH:28][CH:27]=1)[N:21]([C:17]1[N:18]=[CH:19][N:20]=[C:15]([O:14][CH:11]3[CH2:12][CH2:13][N:8]([C:6]([O:5][C:1]([CH3:3])([CH3:2])[CH3:4])=[O:7])[CH2:9][CH:10]3[F:34])[C:16]=1[CH3:33])[CH2:22][CH2:23]2)(=[O:31])[NH2:47]. The catalyst class is: 708. (3) Reactant: [CH3:1][O:2][C:3]([C:5]1[CH:6]=[C:7]2[C:11](=[CH:12][CH:13]=1)[N:10]([C:14]([O:16][CH2:17][C:18]1[CH:23]=[CH:22][CH:21]=[CH:20][CH:19]=1)=[O:15])[CH:9]=[C:8]2[CH:24]=O)=[O:4].[N+:26]([CH2:29][C:30]([O:32][CH2:33][CH3:34])=[O:31])([O-:28])=[O:27].CN1CCOCC1. Product: [CH3:1][O:2][C:3]([C:5]1[CH:6]=[C:7]2[C:11](=[CH:12][CH:13]=1)[N:10]([C:14]([O:16][CH2:17][C:18]1[CH:23]=[CH:22][CH:21]=[CH:20][CH:19]=1)=[O:15])[CH:9]=[C:8]2[CH:24]=[C:29]([C:30]([O:32][CH2:33][CH3:34])=[O:31])[N+:26]([O-:28])=[O:27])=[O:4]. The catalyst class is: 1. (4) Reactant: [OH:1][C:2]1[CH:7]=[CH:6][C:5]([Cl:8])=[CH:4][C:3]=1[S:9]([N:12]1[CH2:16][CH2:15][CH2:14][CH2:13]1)(=[O:11])=[O:10].[OH2:17].Cl[C:19](Cl)(Cl)[C:20]([CH3:23])(O)[CH3:21].[OH-:26].[Na+]. Product: [Cl:8][C:5]1[CH:6]=[CH:7][C:2]([O:1][C:20]([CH3:23])([CH3:21])[C:19]([OH:26])=[O:17])=[C:3]([S:9]([N:12]2[CH2:13][CH2:14][CH2:15][CH2:16]2)(=[O:11])=[O:10])[CH:4]=1. The catalyst class is: 21. (5) Reactant: [CH:1]1([O:7][C:8]2[CH:9]=[C:10]([C:24]3[CH:29]=[CH:28][C:27]([CH2:30][CH2:31][N:32]([CH2:40][C@H:41]([OH:48])[C:42]4[CH:43]=[N:44][CH:45]=[CH:46][CH:47]=4)C(=O)OC(C)(C)C)=[CH:26][CH:25]=3)[CH:11]=[CH:12][C:13]=2[C:14]([NH:16][S:17]([CH2:20][CH2:21][CH2:22][OH:23])(=[O:19])=[O:18])=[O:15])[CH2:6][CH2:5][CH2:4][CH2:3][CH2:2]1.[ClH:49]. Product: [ClH:49].[ClH:49].[CH:1]1([O:7][C:8]2[CH:9]=[C:10]([C:24]3[CH:25]=[CH:26][C:27]([CH2:30][CH2:31][NH:32][CH2:40][C@H:41]([OH:48])[C:42]4[CH:43]=[N:44][CH:45]=[CH:46][CH:47]=4)=[CH:28][CH:29]=3)[CH:11]=[CH:12][C:13]=2[C:14]([NH:16][S:17]([CH2:20][CH2:21][CH2:22][OH:23])(=[O:18])=[O:19])=[O:15])[CH2:6][CH2:5][CH2:4][CH2:3][CH2:2]1. The catalyst class is: 12.